This data is from Forward reaction prediction with 1.9M reactions from USPTO patents (1976-2016). The task is: Predict the product of the given reaction. (1) Given the reactants [CH2:1]([OH:24])[C@H:2]1[O:7][C@@H:6]([O:8][C@@H:9]([C@H:14]([OH:20])[C@@H:15]([OH:19])[C:16]([OH:18])=[O:17])[C@H:10]([OH:13])[CH2:11][OH:12])[C@H:5]([OH:21])[C@@H:4]([OH:22])[C@@H:3]1[OH:23], predict the reaction product. The product is: [CH2:1]([OH:24])[C@H:2]1[O:7][C@@H:6]([O:8][C@@H:9]([C@H:14]([OH:20])[C@@H:15]([OH:19])[C:16]([OH:18])=[O:17])[C@H:10]([OH:13])[CH2:11][OH:12])[C@H:5]([OH:21])[C@@H:4]([OH:22])[C@H:3]1[OH:23].[CH2:1]([OH:24])[C@H:2]1[O:7][C@@H:6]([O:8][C@@H:9]([C@H:14]([OH:20])[C@@H:15]([OH:19])[C:16]([OH:18])=[O:17])[C@H:10]([OH:13])[CH2:11][OH:12])[C@H:5]([OH:21])[C@@H:4]([OH:22])[C@@H:3]1[OH:23]. (2) Given the reactants [CH3:1][N:2]([CH:4]=[N:5][C:6]1[N:7]([CH2:17][O:18][C:19](=[O:24])[C:20]([CH3:23])([CH3:22])[CH3:21])[C:8](=[O:16])[C:9]2[NH:14][CH:13]=[C:12](I)[C:10]=2[N:11]=1)[CH3:3].CN(C=O)C.C(N(CC)CC)C.[CH:37]#[C:38][CH3:39], predict the reaction product. The product is: [CH3:1][N:2]([CH:4]=[N:5][C:6]1[N:7]([CH2:17][O:18][C:19](=[O:24])[C:20]([CH3:23])([CH3:22])[CH3:21])[C:8](=[O:16])[C:9]2[NH:14][CH:13]=[C:12]([C:37]#[C:38][CH3:39])[C:10]=2[N:11]=1)[CH3:3]. (3) Given the reactants CC(O[C:6]([O:8][C:9]([O:11][C:12]([CH3:15])([CH3:14])[CH3:13])=[O:10])=O)(C)C.[CH3:16][CH:17]([O:19][C:20]([C:22]1[C:28]2[NH:29][C:30]3[CH:31]=C(O)[CH:33]=[CH:34][C:35]=3[C:27]=2[C:26]([CH3:38])([CH3:37])[CH2:25][N:24]([C:39]([C:41]2[CH:46]=[CH:45][C:44]([F:47])=[C:43]([F:48])[CH:42]=2)=[O:40])[CH:23]=1)=[O:21])[CH3:18], predict the reaction product. The product is: [F:48][C:43]1[CH:42]=[C:41]([C:39]([N:24]2[CH2:25][C:26]([CH3:38])([CH3:37])[C:27]3[C:35]4[CH:34]=[CH:33][C:6]([O:8][C:9]([O:11][C:12]([CH3:13])([CH3:14])[CH3:15])=[O:10])=[CH:31][C:30]=4[NH:29][C:28]=3[C:22]([C:20]([O:19][CH:17]([CH3:18])[CH3:16])=[O:21])=[CH:23]2)=[O:40])[CH:46]=[CH:45][C:44]=1[F:47]. (4) Given the reactants [C:1]([O:5][C:6](=[O:20])[C:7]([CH3:19])([S:9][C:10]1[CH:18]=[CH:17][C:13]([C:14]([OH:16])=[O:15])=[CH:12][CH:11]=1)[CH3:8])([CH3:4])([CH3:3])[CH3:2].[F:21][C:22]([F:38])([F:37])[C:23]1[CH:36]=[CH:35][C:26]([CH2:27][N:28]2[CH:32]=[C:31]([CH2:33]O)[N:30]=[N:29]2)=[CH:25][CH:24]=1.C1(N=C=NC2CCCCC2)CCCCC1, predict the reaction product. The product is: [C:1]([O:5][C:6](=[O:20])[C:7]([CH3:8])([S:9][C:10]1[CH:11]=[CH:12][C:13]([C:14]([O:16][CH2:33][C:31]2[N:30]=[N:29][N:28]([CH2:27][C:26]3[CH:35]=[CH:36][C:23]([C:22]([F:37])([F:21])[F:38])=[CH:24][CH:25]=3)[CH:32]=2)=[O:15])=[CH:17][CH:18]=1)[CH3:19])([CH3:2])([CH3:3])[CH3:4]. (5) Given the reactants [Cl:1][C:2]1[CH:8]=[CH:7][C:5]([NH2:6])=[CH:4][CH:3]=1.[N:9]([O-])=O.[Na+].CC([O-])=O.[Na+].[Cl:18][CH:19](C(=O)C)[C:20]([O:22][CH2:23][CH3:24])=[O:21], predict the reaction product. The product is: [Cl:18][C:19](=[N:9][NH:6][C:5]1[CH:7]=[CH:8][C:2]([Cl:1])=[CH:3][CH:4]=1)[C:20]([O:22][CH2:23][CH3:24])=[O:21].